The task is: Predict the reactants needed to synthesize the given product.. This data is from Full USPTO retrosynthesis dataset with 1.9M reactions from patents (1976-2016). (1) Given the product [CH:1]1[C:10]2[C:5](=[CH:6][CH:7]=[CH:8][CH:9]=2)[CH:4]=[CH:3][C:2]=1[C:11]([Cl:24])=[O:13], predict the reactants needed to synthesize it. The reactants are: [CH:1]1[C:10]2[C:5](=[CH:6][CH:7]=[CH:8][CH:9]=2)[CH:4]=[CH:3][C:2]=1[C:11]([OH:13])=O.C1(C)C=CC=C(C)C=1.S(Cl)([Cl:24])=O. (2) Given the product [Cl:1][C:2]1[CH:15]=[CH:14][CH:13]=[CH:12][C:3]=1[CH2:4][N:5]1[CH2:10][CH2:9][C:8](=[N:17][OH:18])[CH2:7][CH2:6]1, predict the reactants needed to synthesize it. The reactants are: [Cl:1][C:2]1[CH:15]=[CH:14][CH:13]=[CH:12][C:3]=1[CH2:4][N:5]1[CH2:10][CH2:9][C:8](=O)[CH2:7][CH2:6]1.Cl.[NH2:17][OH:18]. (3) Given the product [NH2:12][C:8]1[CH:7]=[C:6]2[C:11](=[CH:10][CH:9]=1)[C:2]([Cl:1])=[N:3][CH:4]=[CH:5]2, predict the reactants needed to synthesize it. The reactants are: [Cl:1][C:2]1[C:11]2[C:6](=[CH:7][C:8]([NH:12]S(C3C=CC(C)=CC=3)(=O)=O)=[CH:9][CH:10]=2)[CH:5]=[CH:4][N:3]=1.[OH-].[Na+].C(=O)([O-])[O-].[K+].[K+]. (4) Given the product [Cl:21][C:11]1[C:12]([O:19][CH3:20])=[CH:13][C:14]([O:17][CH3:18])=[C:15]([Cl:16])[C:10]=1[CH2:9][O:8][C:5]1[CH:4]=[N:3][C:2]([NH:22][C:23]2[CH:28]=[CH:27][C:26]([CH:29]3[CH2:30][CH2:31][N:32]([C:35]([O:37][C:38]([CH3:39])([CH3:40])[CH3:41])=[O:36])[CH2:33][CH2:34]3)=[CH:25][C:24]=2[O:42][CH3:43])=[N:7][CH:6]=1, predict the reactants needed to synthesize it. The reactants are: Cl[C:2]1[N:7]=[CH:6][C:5]([O:8][CH2:9][C:10]2[C:15]([Cl:16])=[C:14]([O:17][CH3:18])[CH:13]=[C:12]([O:19][CH3:20])[C:11]=2[Cl:21])=[CH:4][N:3]=1.[NH2:22][C:23]1[CH:28]=[CH:27][C:26]([CH:29]2[CH2:34][CH2:33][N:32]([C:35]([O:37][C:38]([CH3:41])([CH3:40])[CH3:39])=[O:36])[CH2:31][CH2:30]2)=[CH:25][C:24]=1[O:42][CH3:43].C(=O)([O-])[O-].[Cs+].[Cs+].O1CCOCC1. (5) Given the product [CH3:1][O:2][C:3]1[CH:4]=[C:5]([CH:9]2[CH2:11][CH:10]2[C:12]([OH:14])=[O:13])[CH:6]=[CH:7][CH:8]=1, predict the reactants needed to synthesize it. The reactants are: [CH3:1][O:2][C:3]1[CH:4]=[C:5]([CH:9]2[CH2:11][CH:10]2[C:12]([O:14]CC)=[O:13])[CH:6]=[CH:7][CH:8]=1. (6) Given the product [Br:1][C:2]1[CH:3]=[C:4]2[CH:10]=[CH:9][S:8][C:5]2=[N:6][CH:7]=1, predict the reactants needed to synthesize it. The reactants are: [Br:1][C:2]1[CH:3]=[C:4]2[CH:10]=[C:9]([Si](C)(C)C)[S:8][C:5]2=[N:6][CH:7]=1.C([O-])([O-])=O.[K+].[K+]. (7) Given the product [O:22]=[C:14]1[C:15]2[CH:21]=[CH:20][O:19][C:16]=2[CH:17]=[CH:18][N:13]1[C:10]1[CH:11]=[CH:12][C:7]([N:1]2[CH2:6][CH2:5][N:4]([CH2:34][CH2:35][CH2:36][C:37]3[C:45]4[C:40](=[CH:41][CH:42]=[C:43]([C:46]#[N:47])[CH:44]=4)[NH:39][CH:38]=3)[CH2:3][CH2:2]2)=[CH:8][CH:9]=1, predict the reactants needed to synthesize it. The reactants are: [N:1]1([C:7]2[CH:12]=[CH:11][C:10]([N:13]3[CH:18]=[CH:17][C:16]4[O:19][CH:20]=[CH:21][C:15]=4[C:14]3=[O:22])=[CH:9][CH:8]=2)[CH2:6][CH2:5][NH:4][CH2:3][CH2:2]1.CC1C=CC(S(O[CH2:34][CH2:35][CH2:36][C:37]2[C:45]3[C:40](=[CH:41][CH:42]=[C:43]([C:46]#[N:47])[CH:44]=3)[NH:39][CH:38]=2)(=O)=O)=CC=1.C(=O)([O-])[O-].[K+].[K+].[I-].[K+].